This data is from Reaction yield outcomes from USPTO patents with 853,638 reactions. The task is: Predict the reaction yield, written as a fraction of the theoretical maximum amount of product (1.0 means a 100% yield; for example, 0.34 means a 34% yield). (1) The reactants are [OH:1][C:2]([CH3:7])([CH3:6])[CH2:3][CH:4]=O.[F:8][C:9]1[CH:14]=[C:13]([F:15])[CH:12]=[CH:11][C:10]=1[C:16]1[N:17]=[C:18]2[N:22]([C:23]=1[C:24]1[N:25]=[N:26][C:27]([NH:30][NH2:31])=[CH:28][CH:29]=1)[CH:21]=[CH:20][O:19]2.C(O)(=O)C.C(O)(=O)C.IC1C=CC=CC=1. The catalyst is C(Cl)Cl. The product is [F:8][C:9]1[CH:14]=[C:13]([F:15])[CH:12]=[CH:11][C:10]=1[C:16]1[N:17]=[C:18]2[N:22]([C:23]=1[C:24]1[CH:29]=[CH:28][C:27]3[N:26]([C:4]([CH2:3][C:2]([CH3:7])([OH:1])[CH3:6])=[N:31][N:30]=3)[N:25]=1)[CH:21]=[CH:20][O:19]2. The yield is 0.335. (2) The reactants are [CH3:1][O:2][C:3]1[CH:8]=[CH:7][CH:6]=[CH:5][C:4]=1[CH2:9][C:10](=O)[CH3:11].[C:13]1([C@H:19]([NH2:21])[CH3:20])[CH:18]=[CH:17][CH:16]=[CH:15][CH:14]=1.C(O)=O. The catalyst is CO. The product is [CH3:1][O:2][C:3]1[CH:8]=[CH:7][CH:6]=[CH:5][C:4]=1[CH2:9][C@H:10]([NH:21][C@@H:19]([C:13]1[CH:18]=[CH:17][CH:16]=[CH:15][CH:14]=1)[CH3:20])[CH3:11]. The yield is 0.840.